From a dataset of Catalyst prediction with 721,799 reactions and 888 catalyst types from USPTO. Predict which catalyst facilitates the given reaction. (1) Reactant: [OH:1][C:2]1[CH:10]=[CH:9][C:8]([C:11]2[N:12]([C:22]([O:24][C:25]([CH3:28])([CH3:27])[CH3:26])=[O:23])[C:13]3[C:18]([CH:19]=2)=[CH:17][C:16]([CH:20]=[O:21])=[CH:15][CH:14]=3)=[C:7]2[C:3]=1[CH2:4][NH:5][C:6]2=[O:29].C1(P(C2C=CC=CC=2)C2C=CC=CC=2)C=CC=CC=1.O[CH2:50][CH2:51][CH2:52][NH:53][C:54](=[O:60])[O:55][C:56]([CH3:59])([CH3:58])[CH3:57].CCOC(/N=N/C(OCC)=O)=O.C1(C)C=CC=CC=1. Product: [C:56]([O:55][C:54]([NH:53][CH2:52][CH2:51][CH2:50][O:1][C:2]1[CH:10]=[CH:9][C:8]([C:11]2[N:12]([C:22]([O:24][C:25]([CH3:26])([CH3:28])[CH3:27])=[O:23])[C:13]3[C:18]([CH:19]=2)=[CH:17][C:16]([CH:20]=[O:21])=[CH:15][CH:14]=3)=[C:7]2[C:3]=1[CH2:4][NH:5][C:6]2=[O:29])=[O:60])([CH3:59])([CH3:58])[CH3:57]. The catalyst class is: 1. (2) Reactant: [CH3:1][O:2][C:3]1[CH:15]=[C:14]([N+:16]([O-])=O)[CH:13]=[CH:12][C:4]=1[C:5]([O:7][C:8]([CH3:11])([CH3:10])[CH3:9])=[O:6]. Product: [NH2:16][C:14]1[CH:13]=[CH:12][C:4]([C:5]([O:7][C:8]([CH3:10])([CH3:11])[CH3:9])=[O:6])=[C:3]([O:2][CH3:1])[CH:15]=1. The catalyst class is: 19. (3) Reactant: [C:1]([C:3]1[CH:4]=[C:5]([CH:10]=[CH:11][C:12]=1[OH:13])[C:6]([O:8][CH3:9])=[O:7])#[N:2].[OH-].[Li+].[CH2:16]1[CH2:20]OC[CH2:17]1. Product: [C:1]([C:3]1[CH:4]=[C:5]([CH:10]=[CH:11][C:12]=1[O:13][CH:16]([CH3:20])[CH3:17])[C:6]([O:8][CH3:9])=[O:7])#[N:2]. The catalyst class is: 6. (4) Product: [CH2:1]([O:3][C:4]([C:6]1[S:10][C:9]([N:11]([C:18]([O:20][C:21]([CH3:24])([CH3:23])[CH3:22])=[O:19])[C:12]2[CH:17]=[CH:16][CH:15]=[CH:14][CH:13]=2)=[N:8][C:7]=1[CH2:25][N:32]([CH2:33][C:34]1[CH:39]=[CH:38][C:37]([O:40][CH3:41])=[CH:36][C:35]=1[O:42][CH3:43])[CH2:31][C:30]([O:29][CH2:27][CH3:28])=[O:44])=[O:5])[CH3:2]. The catalyst class is: 9. Reactant: [CH2:1]([O:3][C:4]([C:6]1[S:10][C:9]([N:11]([C:18]([O:20][C:21]([CH3:24])([CH3:23])[CH3:22])=[O:19])[C:12]2[CH:17]=[CH:16][CH:15]=[CH:14][CH:13]=2)=[N:8][C:7]=1[CH2:25]Br)=[O:5])[CH3:2].[CH2:27]([O:29][C:30](=[O:44])[CH2:31][NH:32][CH2:33][C:34]1[CH:39]=[CH:38][C:37]([O:40][CH3:41])=[CH:36][C:35]=1[O:42][CH3:43])[CH3:28].C(=O)([O-])[O-].[K+].[K+]. (5) Reactant: [Br:1][C:2]1[CH:7]=[CH:6][CH:5]=[CH:4][C:3]=1I.[F:9][C:10]([F:21])([F:20])[C:11]1[CH:16]=[CH:15][C:14](B(O)O)=[CH:13][CH:12]=1.C(=O)([O-])[O-].[Na+].[Na+]. Product: [Br:1][C:2]1[CH:7]=[CH:6][CH:5]=[CH:4][C:3]=1[C:14]1[CH:15]=[CH:16][C:11]([C:10]([F:21])([F:20])[F:9])=[CH:12][CH:13]=1. The catalyst class is: 73. (6) Reactant: [OH:1][NH:2][C:3]([C:5]1[CH:10]=[CH:9][CH:8]=[C:7]([CH2:11][C:12]2[C:17](=[O:18])[CH:16]=[CH:15][N:14]([C:19]3[CH:20]=[N:21][N:22]([CH3:24])[CH:23]=3)[N:13]=2)[CH:6]=1)=[NH:4].[C:25](O)(=O)[CH2:26][CH3:27].C(Cl)CCl. Product: [CH2:26]([C:27]1[O:1][N:2]=[C:3]([C:5]2[CH:6]=[C:7]([CH:8]=[CH:9][CH:10]=2)[CH2:11][C:12]2[C:17](=[O:18])[CH:16]=[CH:15][N:14]([C:19]3[CH:20]=[N:21][N:22]([CH3:24])[CH:23]=3)[N:13]=2)[N:4]=1)[CH3:25]. The catalyst class is: 3.